Dataset: Full USPTO retrosynthesis dataset with 1.9M reactions from patents (1976-2016). Task: Predict the reactants needed to synthesize the given product. Given the product [CH3:17][C:3]([NH2:18])([CH3:2])[CH2:4][C:5]1[CH:10]=[CH:9][C:8]([CH2:11][N:12]2[CH2:16][CH2:15][CH2:14][CH2:13]2)=[CH:7][CH:6]=1, predict the reactants needed to synthesize it. The reactants are: Cl.[CH3:2][C:3]([NH:18]C=O)([CH3:17])[CH2:4][C:5]1[CH:10]=[CH:9][C:8]([CH2:11][N:12]2[CH2:16][CH2:15][CH2:14][CH2:13]2)=[CH:7][CH:6]=1.[OH-].[Na+].